This data is from Reaction yield outcomes from USPTO patents with 853,638 reactions. The task is: Predict the reaction yield, written as a fraction of the theoretical maximum amount of product (1.0 means a 100% yield; for example, 0.34 means a 34% yield). (1) The reactants are Br[C:2]1[C:6]2=[N:7][CH:8]=[CH:9][C:10]([Cl:11])=[C:5]2[S:4][CH:3]=1.[F:12][C:13]1[CH:18]=[CH:17][C:16](B(O)O)=[CH:15][CH:14]=1.O1CCOCC1.[O-]P([O-])([O-])=O.[K+].[K+].[K+]. The catalyst is O.C1C=CC(P(C2C=CC=CC=2)[C-]2C=CC=C2)=CC=1.C1C=CC(P(C2C=CC=CC=2)[C-]2C=CC=C2)=CC=1.Cl[Pd]Cl.[Fe+2].C(Cl)Cl. The product is [Cl:11][C:10]1[CH:9]=[CH:8][N:7]=[C:6]2[C:2]([C:16]3[CH:17]=[CH:18][C:13]([F:12])=[CH:14][CH:15]=3)=[CH:3][S:4][C:5]=12. The yield is 0.490. (2) The reactants are Br[C:2]1[CH:3]=[C:4]([CH:7]=[O:8])[S:5][CH:6]=1.O.[N:10]1[CH:15]=[C:14](B(O)O)[CH:13]=[N:12][CH:11]=1.[N:10]1[CH:15]=[C:14](B(O)O)[CH:13]=[N:12][CH:11]=1.O.C(=O)([O-])[O-].[Cs+].[Cs+]. The catalyst is COCCOC.CCO.CCOC(C)=O.Cl[Pd](Cl)([P](C1C=CC=CC=1)(C1C=CC=CC=1)C1C=CC=CC=1)[P](C1C=CC=CC=1)(C1C=CC=CC=1)C1C=CC=CC=1. The product is [N:10]1[CH:15]=[C:14]([C:2]2[CH:3]=[C:4]([CH:7]=[O:8])[S:5][CH:6]=2)[CH:13]=[N:12][CH:11]=1. The yield is 0.661. (3) The reactants are [CH2:1]([NH:8][C:9]1[CH:10]=[C:11]2[C:16](=[CH:17][CH:18]=1)[CH:15]=[C:14]([C:19]([NH:21][C@H:22]([C:30]([O:32]C)=[O:31])[CH2:23][C:24]1[CH:29]=[CH:28][CH:27]=[CH:26][CH:25]=1)=[O:20])[CH:13]=[CH:12]2)[C:2]1[CH:7]=[CH:6][CH:5]=[CH:4][CH:3]=1.O.[OH-].[Li+].Cl. The catalyst is O1CCCC1.C(O)C.O. The product is [CH2:1]([NH:8][C:9]1[CH:10]=[C:11]2[C:16](=[CH:17][CH:18]=1)[CH:15]=[C:14]([C:19]([NH:21][C@H:22]([C:30]([OH:32])=[O:31])[CH2:23][C:24]1[CH:29]=[CH:28][CH:27]=[CH:26][CH:25]=1)=[O:20])[CH:13]=[CH:12]2)[C:2]1[CH:3]=[CH:4][CH:5]=[CH:6][CH:7]=1. The yield is 0.530. (4) The reactants are [Cl:1][C:2]1[CH:3]=[C:4]2[C:9](=[CH:10][C:11]=1[O:12][C:13]1[CH:21]=[CH:20][C:16]([C:17](O)=[O:18])=[CH:15][CH:14]=1)[O:8][CH2:7][CH2:6][CH:5]2[C:22]([O:24][CH2:25][CH3:26])=[O:23].C(Cl)(=O)C(Cl)=O.[Cl:33][C:34]1[C:35]([CH2:41][CH2:42][NH2:43])=[N:36][CH:37]=[C:38]([Cl:40])[CH:39]=1.CCN(C(C)C)C(C)C. The catalyst is C(Cl)Cl.CN(C=O)C. The product is [Cl:1][C:2]1[CH:3]=[C:4]2[C:9](=[CH:10][C:11]=1[O:12][C:13]1[CH:14]=[CH:15][C:16]([C:17](=[O:18])[NH:43][CH2:42][CH2:41][C:35]3[C:34]([Cl:33])=[CH:39][C:38]([Cl:40])=[CH:37][N:36]=3)=[CH:20][CH:21]=1)[O:8][CH2:7][CH2:6][CH:5]2[C:22]([O:24][CH2:25][CH3:26])=[O:23]. The yield is 0.460.